Dataset: Reaction yield outcomes from USPTO patents with 853,638 reactions. Task: Predict the reaction yield, written as a fraction of the theoretical maximum amount of product (1.0 means a 100% yield; for example, 0.34 means a 34% yield). The reactants are [C:1]([O:5][C:6](=[O:21])[NH:7][C:8]1[CH:13]=[CH:12][C:11]([C:14]([CH3:17])([CH3:16])[CH3:15])=[C:10]([N+:18]([O-])=O)[CH:9]=1)([CH3:4])([CH3:3])[CH3:2]. The catalyst is CO.[Pd]. The product is [C:1]([O:5][C:6](=[O:21])[NH:7][C:8]1[CH:13]=[CH:12][C:11]([C:14]([CH3:17])([CH3:16])[CH3:15])=[C:10]([NH2:18])[CH:9]=1)([CH3:4])([CH3:2])[CH3:3]. The yield is 0.930.